From a dataset of Peptide-MHC class I binding affinity with 185,985 pairs from IEDB/IMGT. Regression. Given a peptide amino acid sequence and an MHC pseudo amino acid sequence, predict their binding affinity value. This is MHC class I binding data. (1) The peptide sequence is HRILDIYLEK. The MHC is Mamu-B03 with pseudo-sequence Mamu-B03. The binding affinity (normalized) is 0.621. (2) The peptide sequence is KFMLNVSYL. The MHC is H-2-Kb with pseudo-sequence H-2-Kb. The binding affinity (normalized) is 0.395. (3) The binding affinity (normalized) is 0.213. The peptide sequence is ATVKGMQSY. The MHC is HLA-A29:02 with pseudo-sequence HLA-A29:02. (4) The peptide sequence is ILKEPVHGV. The MHC is HLA-B54:01 with pseudo-sequence HLA-B54:01. The binding affinity (normalized) is 0. (5) The peptide sequence is KISFEAPVSI. The MHC is H-2-Dd with pseudo-sequence H-2-Dd. The binding affinity (normalized) is 0. (6) The peptide sequence is FHNNWGATL. The MHC is HLA-A26:01 with pseudo-sequence HLA-A26:01. The binding affinity (normalized) is 0.0847. (7) The peptide sequence is KIVDHIVMY. The MHC is HLA-A31:01 with pseudo-sequence HLA-A31:01. The binding affinity (normalized) is 0.134. (8) The peptide sequence is TMPNESRVK. The MHC is HLA-A03:01 with pseudo-sequence HLA-A03:01. The binding affinity (normalized) is 0.0968.